From a dataset of Full USPTO retrosynthesis dataset with 1.9M reactions from patents (1976-2016). Predict the reactants needed to synthesize the given product. (1) Given the product [CH3:14][N:15]1[C:19]([CH3:20])=[C:18]([C:21]2[CH:22]=[C:23]([CH:24]=[CH:25][CH:26]=2)[CH2:27][O:1][C:2]2[CH:3]=[CH:4][C:5]([CH2:8][CH2:9][C:10]([O:12][CH3:13])=[O:11])=[CH:6][CH:7]=2)[C:17]([CH3:29])=[N:16]1, predict the reactants needed to synthesize it. The reactants are: [OH:1][C:2]1[CH:7]=[CH:6][C:5]([CH2:8][CH2:9][C:10]([O:12][CH3:13])=[O:11])=[CH:4][CH:3]=1.[CH3:14][N:15]1[C:19]([CH3:20])=[C:18]([C:21]2[CH:22]=[C:23]([CH2:27]O)[CH:24]=[CH:25][CH:26]=2)[C:17]([CH3:29])=[N:16]1.C(P(CCCC)CCCC)CCC.N(C(N1CCCCC1)=O)=NC(N1CCCCC1)=O. (2) Given the product [CH3:25][Si:26]([CH3:28])([CH3:27])[O:1][CH:2]1[CH2:3][CH2:4][N:5]([C:8]2[CH:13]=[CH:12][C:11]([N+:14]([O-:16])=[O:15])=[CH:10][C:9]=2[F:17])[CH2:6][CH2:7]1, predict the reactants needed to synthesize it. The reactants are: [O:1]=[C:2]1[CH2:7][CH2:6][N:5]([C:8]2[CH:13]=[CH:12][C:11]([N+:14]([O-:16])=[O:15])=[CH:10][C:9]=2[F:17])[CH2:4][CH2:3]1.C(N(CC)CC)C.[CH3:25][Si:26](Cl)([CH3:28])[CH3:27]. (3) Given the product [Cl:1][C:2]1[C:3]([F:12])=[C:4]([CH:8]=[CH:9][C:10]=1[F:11])[C:5]([N:14]([CH2:15][CH2:16][OH:17])[CH3:13])=[O:6], predict the reactants needed to synthesize it. The reactants are: [Cl:1][C:2]1[C:3]([F:12])=[C:4]([CH:8]=[CH:9][C:10]=1[F:11])[C:5](Cl)=[O:6].[CH3:13][NH:14][CH2:15][CH2:16][OH:17]. (4) Given the product [CH2:14]([CH:10]([C:8]([NH:7][C:1]1[CH:2]=[CH:3][CH:4]=[CH:5][CH:6]=1)=[O:9])[C:11]([NH:42][CH2:37][C:36]#[N:35])=[O:13])[CH2:15][CH2:16][CH3:17], predict the reactants needed to synthesize it. The reactants are: [C:1]1([NH:7][C:8]([CH:10]([CH2:14][CH2:15][CH2:16][CH3:17])[C:11]([OH:13])=O)=[O:9])[CH:6]=[CH:5][CH:4]=[CH:3][CH:2]=1.C1CN([P+](O[N:35]2N=[N:42][C:37]3C=CC=C[C:36]2=3)(N2CCCC2)N2CCCC2)CC1.F[P-](F)(F)(F)(F)F.S(=O)(=O)(O)O.NCC#N.C(N(CC)CC)C. (5) Given the product [CH2:1]([C:7]1[CH:8]=[C:9]([C:13]2[N:17]([CH3:18])[C:16]([C:19]([N:21]3[CH2:26][CH2:25][CH:24]([N:27]4[CH2:31][CH2:30][CH2:29][CH2:28]4)[CH2:23][CH2:22]3)=[O:20])=[C:15]([C:37]3[CH:38]=[N:33][CH:34]=[N:35][CH:36]=3)[N:14]=2)[CH:10]=[CH:11][CH:12]=1)[CH2:2][CH2:3][CH2:4][CH2:5][CH3:6], predict the reactants needed to synthesize it. The reactants are: [CH2:1]([C:7]1[CH:8]=[C:9]([C:13]2[N:17]([CH3:18])[C:16]([C:19]([N:21]3[CH2:26][CH2:25][CH:24]([N:27]4[CH2:31][CH2:30][CH2:29][CH2:28]4)[CH2:23][CH2:22]3)=[O:20])=[C:15](I)[N:14]=2)[CH:10]=[CH:11][CH:12]=1)[CH2:2][CH2:3][CH2:4][CH2:5][CH3:6].[N:33]1[CH:38]=[C:37](B(O)O)[CH:36]=[N:35][CH:34]=1. (6) Given the product [C:9]([NH:16][C@H:17]([C:20]([OH:22])=[O:21])[CH2:18][OH:19])([O:11][C:12]([CH3:13])([CH3:14])[CH3:15])=[O:10], predict the reactants needed to synthesize it. The reactants are: [C:12]([O:11][C:9](O[C:9]([O:11][C:12]([CH3:15])([CH3:14])[CH3:13])=[O:10])=[O:10])([CH3:15])([CH3:14])[CH3:13].[NH2:16][C@H:17]([C:20]([OH:22])=[O:21])[CH2:18][OH:19].[OH-].[Na+]. (7) The reactants are: Br[C:2]1[CH:7]=[CH:6][C:5]([O:8][C:9]([F:12])([F:11])[F:10])=[CH:4][C:3]=1[F:13].C(=[NH:27])(C1C=CC=CC=1)C1C=CC=CC=1.CC1(C)C2C(=C(P(C3C=CC=CC=3)C3C=CC=CC=3)C=CC=2)OC2C(P(C3C=CC=CC=3)C3C=CC=CC=3)=CC=CC1=2.CC(C)([O-])C.[Na+].Cl.[OH-].[Na+]. Given the product [F:13][C:3]1[CH:4]=[C:5]([O:8][C:9]([F:12])([F:11])[F:10])[CH:6]=[CH:7][C:2]=1[NH2:27], predict the reactants needed to synthesize it. (8) Given the product [OH:29][CH2:28][C:20]1([CH2:22][OH:23])[CH2:21][CH:18]([NH:17][C:15](=[O:16])[O:14][CH2:7][C:8]2[CH:9]=[CH:10][CH:11]=[CH:12][CH:13]=2)[CH2:19]1, predict the reactants needed to synthesize it. The reactants are: [H-].[Al+3].[Li+].[H-].[H-].[H-].[CH2:7]([O:14][C:15]([NH:17][CH:18]1[CH2:21][C:20]([C:28](OC(C)C)=[O:29])([C:22](OC(C)C)=[O:23])[CH2:19]1)=[O:16])[C:8]1[CH:13]=[CH:12][CH:11]=[CH:10][CH:9]=1.